Dataset: Forward reaction prediction with 1.9M reactions from USPTO patents (1976-2016). Task: Predict the product of the given reaction. Given the reactants [Br:1][C:2]1[CH:7]=[CH:6][C:5]([Cl:8])=[CH:4][C:3]=1[N+:9]([O-])=O.C([O-])=O.[NH4+], predict the reaction product. The product is: [Br:1][C:2]1[CH:7]=[CH:6][C:5]([Cl:8])=[CH:4][C:3]=1[NH2:9].